Dataset: Full USPTO retrosynthesis dataset with 1.9M reactions from patents (1976-2016). Task: Predict the reactants needed to synthesize the given product. (1) The reactants are: [NH2:1][OH:2].[Br:3][C:4]1[N:8]([CH3:9])[C:7]([C:10]2[N:14]([C:15]3[CH:20]=[CH:19][C:18]([OH:21])=[CH:17][C:16]=3[F:22])[N:13]=[C:12]([CH3:23])[C:11]=2[C:24]#[N:25])=[C:6]([CH3:26])[CH:5]=1. Given the product [Br:3][C:4]1[N:8]([CH3:9])[C:7]([C:10]2[N:14]([C:15]3[CH:20]=[CH:19][C:18]([OH:21])=[CH:17][C:16]=3[F:22])[N:13]=[C:12]([CH3:23])[C:11]=2[C:24](=[N:1][OH:2])[NH2:25])=[C:6]([CH3:26])[CH:5]=1, predict the reactants needed to synthesize it. (2) Given the product [N:12]1[N:13]([C:2]2[CH:7]=[CH:6][CH:5]=[CH:4][C:3]=2[CH2:8][C:9]([OH:11])=[O:10])[N:14]=[CH:15][CH:16]=1, predict the reactants needed to synthesize it. The reactants are: I[C:2]1[CH:7]=[CH:6][CH:5]=[CH:4][C:3]=1[CH2:8][C:9]([OH:11])=[O:10].[NH:12]1[CH:16]=[CH:15][N:14]=[N:13]1.C([O-])([O-])=O.[Cs+].[Cs+].O.CC(=O)OCC. (3) Given the product [Cl:18][C:3]1[N:2]([CH3:1])[C:6]2[C:7]([C:11]([O:13][CH3:14])=[O:12])=[CH:8][CH:9]=[CH:10][C:5]=2[N:4]=1, predict the reactants needed to synthesize it. The reactants are: [CH3:1][N:2]1[C:6]2[C:7]([C:11]([O:13][CH3:14])=[O:12])=[CH:8][CH:9]=[CH:10][C:5]=2[NH:4][C:3]1=O.P(Cl)(Cl)([Cl:18])=O.